Predict the reactants needed to synthesize the given product. From a dataset of Full USPTO retrosynthesis dataset with 1.9M reactions from patents (1976-2016). (1) Given the product [F:18][C:19]1[CH:27]=[CH:26][CH:25]=[C:24]([F:28])[C:20]=1[C:21]([NH:13][C:10]1[CH:9]=[CH:8][C:7]([C:6]2[N:2]([CH3:1])[N:3]=[C:4]([C:14]([F:15])([F:16])[F:17])[CH:5]=2)=[CH:12][CH:11]=1)=[O:22], predict the reactants needed to synthesize it. The reactants are: [CH3:1][N:2]1[C:6]([C:7]2[CH:12]=[CH:11][C:10]([NH2:13])=[CH:9][CH:8]=2)=[CH:5][C:4]([C:14]([F:17])([F:16])[F:15])=[N:3]1.[F:18][C:19]1[CH:27]=[CH:26][CH:25]=[C:24]([F:28])[C:20]=1[C:21](Cl)=[O:22].CCN(C(C)C)C(C)C.C([O-])(O)=O.[Na+].C(Cl)Cl. (2) Given the product [OH:1][C:2]1[CH:3]=[N:4][CH:5]=[C:6]([CH:10]=1)[C:7]([O:9][CH3:12])=[O:8], predict the reactants needed to synthesize it. The reactants are: [OH:1][C:2]1[CH:3]=[N:4][CH:5]=[C:6]([CH:10]=1)[C:7]([OH:9])=[O:8].N.[CH3:12]O.